Regression. Given a peptide amino acid sequence and an MHC pseudo amino acid sequence, predict their binding affinity value. This is MHC class I binding data. From a dataset of Peptide-MHC class I binding affinity with 185,985 pairs from IEDB/IMGT. The peptide sequence is VPEFAKQYV. The MHC is HLA-B51:01 with pseudo-sequence HLA-B51:01. The binding affinity (normalized) is 0.392.